Dataset: Reaction yield outcomes from USPTO patents with 853,638 reactions. Task: Predict the reaction yield, written as a fraction of the theoretical maximum amount of product (1.0 means a 100% yield; for example, 0.34 means a 34% yield). The reactants are [Cl:1][C:2]1[N:3]=[C:4](Cl)[C:5]2[CH2:10][CH2:9][CH:8]([C:11]3[CH:16]=[C:15]([F:17])[C:14](F)=[C:13]([F:19])[CH:12]=3)[C:6]=2[N:7]=1.[CH3:21][NH2:22]. The catalyst is CO. The product is [Cl:1][C:2]1[N:3]=[C:4]([NH:22][CH3:21])[C:5]2[CH2:10][CH2:9][CH:8]([C:11]3[CH:12]=[C:13]([F:19])[CH:14]=[C:15]([F:17])[CH:16]=3)[C:6]=2[N:7]=1. The yield is 0.305.